This data is from Full USPTO retrosynthesis dataset with 1.9M reactions from patents (1976-2016). The task is: Predict the reactants needed to synthesize the given product. (1) The reactants are: [Br:1][C:2]1[N:7]2[N:8]=[CH:9][N:10]=[C:6]2[C:5](Br)=[N:4][CH:3]=1.[CH:12]([N:15]1[CH2:20][C@@H:19]2[CH2:21][C@H:16]1[CH2:17][N:18]2[C:22]1[CH:27]=[CH:26][C:25]([NH2:28])=[CH:24][CH:23]=1)([CH3:14])[CH3:13].CCN(C(C)C)C(C)C. Given the product [Br:1][C:2]1[N:7]2[N:8]=[CH:9][N:10]=[C:6]2[C:5]([NH:28][C:25]2[CH:24]=[CH:23][C:22]([N:18]3[CH2:17][C@@H:16]4[CH2:21][C@H:19]3[CH2:20][N:15]4[CH:12]([CH3:14])[CH3:13])=[CH:27][CH:26]=2)=[N:4][CH:3]=1, predict the reactants needed to synthesize it. (2) Given the product [CH3:8][C:5]1[CH:6]=[CH:7][C:2]([O:1][CH2:23][C:24]([OH:26])=[O:25])=[C:3]([C:9]([C:11]2[CH:12]=[N:13][N:14]([C:16]3[CH:21]=[CH:20][CH:19]=[CH:18][CH:17]=3)[CH:15]=2)=[O:10])[CH:4]=1, predict the reactants needed to synthesize it. The reactants are: [OH:1][C:2]1[CH:7]=[CH:6][C:5]([CH3:8])=[CH:4][C:3]=1[C:9]([C:11]1[CH:12]=[N:13][N:14]([C:16]2[CH:21]=[CH:20][CH:19]=[CH:18][CH:17]=2)[CH:15]=1)=[O:10].Br[CH2:23][C:24]([O:26]CC)=[O:25]. (3) Given the product [CH2:6]([O:15][CH2:14][C:11]1[CH:12]=[CH:13][C:8]([CH2:16][OH:17])=[CH:9][CH:10]=1)[C:5]#[CH:4], predict the reactants needed to synthesize it. The reactants are: [H-].[Na+].O1C[CH2:6][CH2:5][CH2:4]1.[C:8]1([CH2:16][OH:17])[CH:13]=[CH:12][C:11]([CH2:14][OH:15])=[CH:10][CH:9]=1.C(Br)C#C. (4) The reactants are: [F:1][C:2]1[CH:7]=[CH:6][CH:5]=[C:4]([F:8])[C:3]=1[N:9]1[C:14]2[N:15]=[C:16]([NH:28][CH2:29][CH2:30][N:31]([CH3:33])[CH3:32])[N:17]=[C:18]([C:19]3[CH:20]=[C:21]([CH:25]=[CH:26][CH:27]=3)[C:22](O)=[O:23])[C:13]=2[CH2:12][NH:11][C:10]1=[O:34].[CH3:35][NH:36][CH3:37].CN(C(ON1N=NC2C=CC=NC1=2)=[N+](C)C)C.F[P-](F)(F)(F)(F)F.C(N(C(C)C)CC)(C)C. Given the product [F:8][C:4]1[CH:5]=[CH:6][CH:7]=[C:2]([F:1])[C:3]=1[N:9]1[C:14]2[N:15]=[C:16]([NH:28][CH2:29][CH2:30][N:31]([CH3:32])[CH3:33])[N:17]=[C:18]([C:19]3[CH:20]=[C:21]([CH:25]=[CH:26][CH:27]=3)[C:22]([N:36]([CH3:37])[CH3:35])=[O:23])[C:13]=2[CH2:12][NH:11][C:10]1=[O:34], predict the reactants needed to synthesize it. (5) Given the product [NH2:1][C:4]1[CH:19]=[CH:18][CH:17]=[CH:16][C:5]=1[C:6]([NH:8][C:9]1[C:10]([Cl:15])=[N:11][CH:12]=[CH:13][CH:14]=1)=[O:7], predict the reactants needed to synthesize it. The reactants are: [N+:1]([C:4]1[CH:19]=[CH:18][CH:17]=[CH:16][C:5]=1[C:6]([NH:8][C:9]1[C:10]([Cl:15])=[N:11][CH:12]=[CH:13][CH:14]=1)=[O:7])([O-])=O.O.[OH-].[Na+]. (6) Given the product [Cl:1][C:2]1[CH:3]=[CH:4][C:5]([CH:8]2[CH2:13][CH2:12][CH:11]([NH2:14])[CH2:10][CH2:9]2)=[CH:6][CH:7]=1, predict the reactants needed to synthesize it. The reactants are: [Cl:1][C:2]1[CH:7]=[CH:6][C:5]([CH:8]2[CH2:13][CH2:12][CH:11]([NH:14]C(=O)OC(C)(C)C)[CH2:10][CH2:9]2)=[CH:4][CH:3]=1.FC(F)(F)C(O)=O. (7) Given the product [Si:13]([O:12][CH:9]1[CH2:10][CH2:11][C:7]([C:5](=[O:6])[CH2:30][C:31]2[CH:36]=[CH:35][CH:34]=[CH:33][CH:32]=2)=[CH:8]1)([C:26]([CH3:27])([CH3:29])[CH3:28])([C:14]1[CH:15]=[CH:16][CH:17]=[CH:18][CH:19]=1)[C:20]1[CH:21]=[CH:22][CH:23]=[CH:24][CH:25]=1, predict the reactants needed to synthesize it. The reactants are: COCN[C:5]([C:7]1[CH2:11][CH2:10][CH:9]([O:12][Si:13]([C:26]([CH3:29])([CH3:28])[CH3:27])([C:20]2[CH:25]=[CH:24][CH:23]=[CH:22][CH:21]=2)[C:14]2[CH:19]=[CH:18][CH:17]=[CH:16][CH:15]=2)[CH:8]=1)=[O:6].[CH2:30](Cl)[C:31]1[CH:36]=[CH:35][CH:34]=[CH:33][CH:32]=1.[Mg].[Cl-].[NH4+]. (8) Given the product [CH2:23]([N:1]1[CH2:2][CH2:3][C:4]2([O:11][C:10]3[C:12]4[C:17]([C:18](=[O:21])[C:19](=[O:20])[C:9]=3[S:8][CH2:7]2)=[CH:16][CH:15]=[CH:14][CH:13]=4)[CH2:5][CH2:6]1)[C:24]1[CH:29]=[CH:28][CH:27]=[CH:26][CH:25]=1, predict the reactants needed to synthesize it. The reactants are: [NH:1]1[CH2:6][CH2:5][C:4]2([O:11][C:10]3[C:12]4[C:17]([C:18](=[O:21])[C:19](=[O:20])[C:9]=3[S:8][CH2:7]2)=[CH:16][CH:15]=[CH:14][CH:13]=4)[CH2:3][CH2:2]1.Br[CH2:23][C:24]1[CH:29]=[CH:28][CH:27]=[CH:26][CH:25]=1. (9) Given the product [OH:34][CH2:35][C@@H:36]1[CH2:41][C@H:40]2[CH2:42][C@@:39]32[C@H:43]2[C:52]([CH2:53][CH2:54][C@:37]13[CH3:38])=[C:51]1[C:46](=[CH:47][C:48](=[O:55])[CH2:49][CH2:50]1)[CH2:45][C@H:44]2[CH3:56], predict the reactants needed to synthesize it. The reactants are: [Br-].[Br-].[Br-].C1([N+](C)(C)C)C=CC=CC=1.C1([N+](C)(C)C)C=CC=CC=1.C1([N+](C)(C)C)C=CC=CC=1.[OH:34][CH2:35][C@@H:36]1[CH2:41][C@H:40]2[CH2:42][C@@:39]32[C@H:43]2[C@H:52]([CH2:53][CH2:54][C@:37]13[CH3:38])[C:51]1[CH2:50][CH2:49][C:48](=[O:55])[CH2:47][C:46]=1[CH2:45][C@H:44]2[CH3:56]. (10) Given the product [CH:1]1([C:4]2[C:5]([O:13][CH2:14][C:15]([F:18])([F:17])[F:16])=[CH:6][C:7]([C:10]3[NH:44][C:42](=[O:43])[C:41]([CH3:49])([CH2:45][CH:46]([CH3:48])[CH3:47])[N:40]=3)=[N:8][CH:9]=2)[CH2:3][CH2:2]1, predict the reactants needed to synthesize it. The reactants are: [CH:1]1([C:4]2[C:5]([O:13][CH2:14][C:15]([F:18])([F:17])[F:16])=[CH:6][C:7]([C:10](O)=O)=[N:8][CH:9]=2)[CH2:3][CH2:2]1.C1N=CN(C(N2C=NC=C2)=O)C=1.CCN(C(C)C)C(C)C.[NH2:40][C:41]([CH3:49])([CH2:45][CH:46]([CH3:48])[CH3:47])[C:42]([NH2:44])=[O:43].